This data is from Forward reaction prediction with 1.9M reactions from USPTO patents (1976-2016). The task is: Predict the product of the given reaction. (1) Given the reactants [Br:1][CH2:2][C@@:3]([OH:16])([CH3:15])[C:4]([NH:6][C:7]1[CH:12]=[CH:11][C:10]([O:13]C)=[CH:9][CH:8]=1)=[O:5].B(Br)(Br)Br, predict the reaction product. The product is: [Br:1][CH2:2][C@@:3]([OH:16])([CH3:15])[C:4]([NH:6][C:7]1[CH:12]=[CH:11][C:10]([OH:13])=[CH:9][CH:8]=1)=[O:5]. (2) Given the reactants Br[C:2]1[CH:7]=[C:6]([O:8]C)[C:5](OC)=[CH:4][C:3]=1C1C=CC(F)=CC=1.C([C:21]1[CH:26]=CC(B(O)O)=CC=1)#N.C([O-])([O-])=[O:31].[Na+].[Na+], predict the reaction product. The product is: [CH3:5][CH2:6][O:8][C:21]([CH3:26])=[O:31].[CH3:6][CH2:7][CH2:2][CH2:3][CH2:4][CH3:5]. (3) Given the reactants [C:1]([O:5][C:6]([N:8]1[CH2:28][CH2:27][N:11]2[C:12](=[O:26])[C:13]3[C:18]([C@@H:10]2[CH2:9]1)=[CH:17][C:16](/[CH:19]=C\C)=[CH:15][C:14]=3[C:22]([F:25])([F:24])[F:23])=[O:7])([CH3:4])([CH3:3])[CH3:2].[O:29]=[O+][O-].[BH4-].[Na+].C([O-])(O)=O.[Na+].C(OC(OC(C)(C)C)=O)(OC(C)(C)C)=O, predict the reaction product. The product is: [C:1]([O:5][C:6]([N:8]1[CH2:28][CH2:27][N:11]2[C:12](=[O:26])[C:13]3[C:18]([C@@H:10]2[CH2:9]1)=[CH:17][C:16]([CH2:19][OH:29])=[CH:15][C:14]=3[C:22]([F:24])([F:23])[F:25])=[O:7])([CH3:4])([CH3:3])[CH3:2]. (4) Given the reactants [C:1]([O:5][C:6]([N:8]1[CH2:13][CH2:12][N:11]([C:14]2[C:19]([Cl:20])=[CH:18][CH:17]=[CH:16][C:15]=2[NH2:21])[CH2:10][CH2:9]1)=[O:7])([CH3:4])([CH3:3])[CH3:2].[CH3:22][S:23](Cl)(=[O:25])=[O:24].C(N(CC)CC)C.C([O-])(O)=O.[Na+], predict the reaction product. The product is: [C:1]([O:5][C:6]([N:8]1[CH2:13][CH2:12][N:11]([C:14]2[C:15]([NH:21][S:23]([CH3:22])(=[O:25])=[O:24])=[CH:16][CH:17]=[CH:18][C:19]=2[Cl:20])[CH2:10][CH2:9]1)=[O:7])([CH3:4])([CH3:2])[CH3:3]. (5) Given the reactants C[O:2][C:3](=[O:23])[CH2:4][CH2:5][C:6]1[CH:11]=[CH:10][C:9]([S:12][CH2:13][CH2:14][C@@H:15]([O:17]S(C)(=O)=O)[CH3:16])=[CH:8][C:7]=1[CH3:22].[O:24]([C:31]1[CH:36]=[C:35]([C:37]([F:40])([F:39])[F:38])[CH:34]=[CH:33][C:32]=1O)[C:25]1[CH:30]=[CH:29][CH:28]=[CH:27][CH:26]=1.C(=O)([O-])[O-].[Cs+].[Cs+].[OH-].[Na+], predict the reaction product. The product is: [CH3:22][C:7]1[CH:8]=[C:9]([S:12][CH2:13][CH2:14][C@H:15]([O:17][C:32]2[CH:33]=[CH:34][C:35]([C:37]([F:40])([F:39])[F:38])=[CH:36][C:31]=2[O:24][C:25]2[CH:26]=[CH:27][CH:28]=[CH:29][CH:30]=2)[CH3:16])[CH:10]=[CH:11][C:6]=1[CH2:5][CH2:4][C:3]([OH:2])=[O:23].